Dataset: Blood-brain barrier permeability classification from the B3DB database. Task: Regression/Classification. Given a drug SMILES string, predict its absorption, distribution, metabolism, or excretion properties. Task type varies by dataset: regression for continuous measurements (e.g., permeability, clearance, half-life) or binary classification for categorical outcomes (e.g., BBB penetration, CYP inhibition). Dataset: b3db_classification. (1) The compound is ClCCc1cncs1. The result is 1 (penetrates BBB). (2) The molecule is CCCCOC[C@H](CN1C(=O)N(C[C@@H](COCCCC)OC(N)=O)C(=O)C(CC)(c2ccccc2)C1=O)OC(N)=O. The result is 1 (penetrates BBB). (3) The drug is C1CNCCN1. The result is 0 (does not penetrate BBB).